Dataset: Forward reaction prediction with 1.9M reactions from USPTO patents (1976-2016). Task: Predict the product of the given reaction. Given the reactants [Cl:1][C:2]1[N:7]=[CH:6][C:5]([CH:8]=[O:9])=[C:4]([CH:10]([CH3:12])[CH3:11])[CH:3]=1.[CH3:13][Mg]Br, predict the reaction product. The product is: [Cl:1][C:2]1[N:7]=[CH:6][C:5]([CH:8]([OH:9])[CH3:13])=[C:4]([CH:10]([CH3:12])[CH3:11])[CH:3]=1.